Dataset: Full USPTO retrosynthesis dataset with 1.9M reactions from patents (1976-2016). Task: Predict the reactants needed to synthesize the given product. (1) Given the product [NH2:13][C:11]1[CH:12]=[C:7]([Cl:6])[C:8]([C:16]#[N:17])=[N:9][CH:10]=1, predict the reactants needed to synthesize it. The reactants are: [Sn](Cl)(Cl)(Cl)Cl.[Cl:6][C:7]1[C:8]([C:16]#[N:17])=[N:9][CH:10]=[C:11]([N+:13]([O-])=O)[CH:12]=1.C(=O)(O)[O-].[Na+]. (2) Given the product [N+:45]([CH2:48][C@H:40]([C:39]1[CH:42]=[CH:43][CH:44]=[C:37]([O:36][CH2:35][CH2:34][CH2:33][O:32][CH2:31][C:25]2[CH:26]=[CH:27][CH:28]=[CH:29][CH:30]=2)[CH:38]=1)[OH:41])([O-:47])=[O:46], predict the reactants needed to synthesize it. The reactants are: C[C@]12C(C)(C)[C@H](CC1)C[C@H]2NCCN[C@@H]1C[C@@H]2C(C)(C)[C@@]1(C)CC2.[C:25]1([CH2:31][O:32][CH2:33][CH2:34][CH2:35][O:36][C:37]2[CH:38]=[C:39]([CH:42]=[CH:43][CH:44]=2)[CH:40]=[O:41])[CH:30]=[CH:29][CH:28]=[CH:27][CH:26]=1.[N+:45]([CH3:48])([O-:47])=[O:46].C(N(C(C)C)CC)(C)C.Cl. (3) Given the product [C:17]([C:16]1[CH:15]=[CH:14][C:13]([CH:10]2[CH2:9][CH2:8][N:7]([C:5]([C:4]3[CH:21]=[CH:22][C:23]([CH3:24])=[C:2]([NH:1][C:32]([NH:45][NH:44][C:36](=[O:43])[C:37]4[CH:42]=[CH:41][N:40]=[CH:39][CH:38]=4)=[O:33])[CH:3]=3)=[O:6])[CH2:12][CH2:11]2)=[CH:20][CH:19]=1)#[N:18], predict the reactants needed to synthesize it. The reactants are: [NH2:1][C:2]1[CH:3]=[C:4]([CH:21]=[CH:22][C:23]=1[CH3:24])[C:5]([N:7]1[CH2:12][CH2:11][CH:10]([C:13]2[CH:20]=[CH:19][C:16]([C:17]#[N:18])=[CH:15][CH:14]=2)[CH2:9][CH2:8]1)=[O:6].C(N(CC)CC)C.[C:32](Cl)(Cl)=[O:33].[C:36]([NH:44][NH2:45])(=[O:43])[C:37]1[CH:42]=[CH:41][N:40]=[CH:39][CH:38]=1. (4) Given the product [Br:9][C:6]1[CH:7]=[C:2]([Br:1])[C:3]2[O:10][C:19]([C:16]3[CH:17]=[CH:18][C:13]([O:12][CH3:11])=[CH:14][CH:15]=3)=[CH:20][C:4]=2[CH:5]=1, predict the reactants needed to synthesize it. The reactants are: [Br:1][C:2]1[CH2:7][C:6]([Br:9])(I)[CH:5]=[CH:4][C:3]=1[OH:10].[CH3:11][O:12][C:13]1[CH:18]=[CH:17][C:16]([C:19]#[CH:20])=[CH:15][CH:14]=1.O. (5) Given the product [CH2:6]([O:5][C:3](=[O:4])[CH2:2][C:1]([C:17]1[O:13][N:14]=[CH:15][CH:16]=1)=[O:9])[CH3:7], predict the reactants needed to synthesize it. The reactants are: [C:1]([O:9]CC)(=O)[CH2:2][C:3]([O:5][CH2:6][CH3:7])=[O:4].[Li].[O:13]1[C:17](C(Cl)=O)=[CH:16][CH:15]=[N:14]1.Cl. (6) Given the product [CH3:3][O:4][C:5]([C:7]1[S:8][C:9]([C:23]2[CH:28]=[CH:27][CH:26]=[CH:25][CH:24]=2)=[CH:10][C:11]=1[N:12]([C:13](=[O:22])[C:14]1[CH:19]=[CH:18][C:17]([Cl:20])=[CH:16][C:15]=1[Cl:21])[CH:32]([CH3:34])[CH3:33])=[O:6], predict the reactants needed to synthesize it. The reactants are: [H-].[Na+].[CH3:3][O:4][C:5]([C:7]1[S:8][C:9]([C:23]2[CH:28]=[CH:27][CH:26]=[CH:25][CH:24]=2)=[CH:10][C:11]=1[NH:12][C:13](=[O:22])[C:14]1[CH:19]=[CH:18][C:17]([Cl:20])=[CH:16][C:15]=1[Cl:21])=[O:6].N#N.I[CH:32]([CH3:34])[CH3:33]. (7) Given the product [OH:19][C:20]1[CH:27]=[CH:26][C:23]([C:24]#[N:25])=[C:22]([CH3:28])[CH:21]=1, predict the reactants needed to synthesize it. The reactants are: C(S)CCCCCCCCC.CC([O-])(C)C.[K+].C[O:19][C:20]1[CH:27]=[CH:26][C:23]([C:24]#[N:25])=[C:22]([CH3:28])[CH:21]=1. (8) Given the product [Cl:1][C:2]1[NH:7][C:6](=[O:22])[N:5]=[C:4]([N:9]2[CH2:14][CH2:13][N:12]([C:15]([O:17][C:18]([CH3:21])([CH3:20])[CH3:19])=[O:16])[CH2:11][CH2:10]2)[N:3]=1, predict the reactants needed to synthesize it. The reactants are: [Cl:1][C:2]1[N:7]=[C:6](Cl)[N:5]=[C:4]([N:9]2[CH2:14][CH2:13][N:12]([C:15]([O:17][C:18]([CH3:21])([CH3:20])[CH3:19])=[O:16])[CH2:11][CH2:10]2)[N:3]=1.[OH-:22].[Na+]. (9) Given the product [CH3:17][O:16][C:14]([C:12]1[CH:11]=[CH:10][C:8]2[CH:9]=[C:5]([CH2:1][CH2:2][C:3]3[O:6][C:7]4[CH:13]=[C:12]([C:14]([O:16][CH3:17])=[O:15])[CH:11]=[CH:10][C:8]=4[CH:4]=3)[O:6][C:7]=2[CH:13]=1)=[O:15], predict the reactants needed to synthesize it. The reactants are: [CH2:1]([C:5]1[O:6][C:7]2[CH:13]=[C:12]([C:14]([O:16][CH3:17])=[O:15])[CH:11]=[CH:10][C:8]=2[CH:9]=1)[CH2:2][C:3]#[CH:4]. (10) Given the product [Cl:27][C:21]1[CH:22]=[C:23]([Cl:26])[CH:24]=[CH:25][C:20]=1[C:19]1[C:5]2[O:4][C@H:3]([CH2:2][NH2:1])[CH2:8][NH:7][C:6]=2[CH:16]=[CH:17][CH:18]=1, predict the reactants needed to synthesize it. The reactants are: [NH2:1][CH2:2][C@@H:3]1[CH2:8][N:7](C(OC(C)(C)C)=O)[C:6]2[CH:16]=[CH:17][CH:18]=[C:19]([C:20]3[CH:25]=[CH:24][C:23]([Cl:26])=[CH:22][C:21]=3[Cl:27])[C:5]=2[O:4]1.Cl.C(O)C.